This data is from Full USPTO retrosynthesis dataset with 1.9M reactions from patents (1976-2016). The task is: Predict the reactants needed to synthesize the given product. (1) Given the product [F:16][C:10]1[CH:11]=[C:12]([F:15])[CH:13]=[CH:14][C:9]=1[O:8][C:5]1[N:4]=[C:3]([O:17][C:18]2[CH:23]=[CH:22][C:21]([F:24])=[CH:20][C:19]=2[F:25])[C:2]([C:31](=[O:36])[CH2:32][CH:33]([CH3:35])[CH3:34])=[CH:7][N:6]=1, predict the reactants needed to synthesize it. The reactants are: Br[C:2]1[C:3]([O:17][C:18]2[CH:23]=[CH:22][C:21]([F:24])=[CH:20][C:19]=2[F:25])=[N:4][C:5]([O:8][C:9]2[CH:14]=[CH:13][C:12]([F:15])=[CH:11][C:10]=2[F:16])=[N:6][CH:7]=1.C([Mg]Cl)(C)C.[C:31](Cl)(=[O:36])[CH2:32][CH:33]([CH3:35])[CH3:34]. (2) Given the product [F:21][C:22]1[CH:30]=[C:29]2[C:25]([C:26]([C:40]3[CH:41]=[N:42][N:43]([CH:45]4[CH2:50][CH2:49][N:48]([C:51](=[O:55])[CH2:52][CH2:53][OH:54])[CH2:47][CH2:46]4)[CH:44]=3)=[CH:27][NH:28]2)=[CH:24][CH:23]=1, predict the reactants needed to synthesize it. The reactants are: FC1C=C2C(C(I)=CN2S(C2C=CC=CC=2)(=O)=O)=CC=1.[F:21][C:22]1[CH:30]=[C:29]2[C:25]([C:26]([C:40]3[CH:41]=[N:42][N:43]([CH:45]4[CH2:50][CH2:49][N:48]([C:51](=[O:55])[CH2:52][CH2:53][OH:54])[CH2:47][CH2:46]4)[CH:44]=3)=[CH:27][N:28]2S(C2C=CC=CC=2)(=O)=O)=[CH:24][CH:23]=1. (3) Given the product [C:24]([C:13]1[C:12]2[C:8]([C:5]3[CH:6]=[CH:7][C:2]([F:1])=[CH:3][CH:4]=3)=[N:9][O:10][C:11]=2[C:16]([OH:17])=[C:15]([C:18]([O:20][CH2:21][CH3:22])=[O:19])[N:14]=1)#[N:25], predict the reactants needed to synthesize it. The reactants are: [F:1][C:2]1[CH:7]=[CH:6][C:5]([C:8]2[C:12]3[C:13](I)=[N:14][C:15]([C:18]([O:20][CH2:21][CH3:22])=[O:19])=[C:16]([OH:17])[C:11]=3[O:10][N:9]=2)=[CH:4][CH:3]=1.[C:24]([Cu])#[N:25].[OH-].[NH4+].Cl. (4) Given the product [CH2:8]([O:10][C:11](=[O:33])[CH:12]([O:30][CH2:31][CH3:32])[CH2:13][C:14]1[CH:19]=[CH:18][C:17]([O:20][CH2:21][CH2:22][C:23]2[CH:24]=[CH:25][C:26]([O:29][C:6](=[O:7])[NH:5][C:1]([CH3:4])([CH3:3])[CH3:2])=[CH:27][CH:28]=2)=[CH:16][CH:15]=1)[CH3:9], predict the reactants needed to synthesize it. The reactants are: [C:1]([N:5]=[C:6]=[O:7])([CH3:4])([CH3:3])[CH3:2].[CH2:8]([O:10][C:11](=[O:33])[CH:12]([O:30][CH2:31][CH3:32])[CH2:13][C:14]1[CH:19]=[CH:18][C:17]([O:20][CH2:21][CH2:22][C:23]2[CH:28]=[CH:27][C:26]([OH:29])=[CH:25][CH:24]=2)=[CH:16][CH:15]=1)[CH3:9].CCCCCCC.